Dataset: Catalyst prediction with 721,799 reactions and 888 catalyst types from USPTO. Task: Predict which catalyst facilitates the given reaction. (1) Reactant: [Br:1][C:2]1[CH:7]=[CH:6][C:5]([C@@H:8]([N:10]2[CH2:15][CH2:14][C@:13]([CH2:23][CH2:24]C(N)=O)([C:16]3[CH:21]=[CH:20][C:19]([F:22])=[CH:18][CH:17]=3)[O:12][C:11]2=[O:28])[CH3:9])=[CH:4][CH:3]=1. Product: [Br:1][C:2]1[CH:7]=[CH:6][C:5]([C@@H:8]([N:10]2[CH2:15][CH2:14][C@:13]([CH2:23][CH2:24][NH:10][C:11](=[O:28])[O:12][CH2:13][CH3:14])([C:16]3[CH:17]=[CH:18][C:19]([F:22])=[CH:20][CH:21]=3)[O:12][C:11]2=[O:28])[CH3:9])=[CH:4][CH:3]=1. The catalyst class is: 8. (2) Reactant: Br[C:2]1[C:11]2[C:6](=[CH:7][CH:8]=[CH:9][CH:10]=2)[C:5]([O:12][CH3:13])=[CH:4][CH:3]=1.[Li]CCCC.CCCCCC.[B:25](OC(C)C)([O:30]C(C)C)[O:26]C(C)C.Cl. Product: [CH3:13][O:12][C:5]1[C:6]2[C:11](=[CH:10][CH:9]=[CH:8][CH:7]=2)[C:2]([B:25]([OH:30])[OH:26])=[CH:3][CH:4]=1. The catalyst class is: 28. (3) Reactant: [C:1]([C:4]1[CH:9]=[CH:8][CH:7]=[CH:6][CH:5]=1)(=[O:3])[CH3:2].[Br:10][C:11]1[CH:18]=[CH:17][C:14]([CH:15]=O)=[CH:13][CH:12]=1.C(O)C.[OH-].[K+]. Product: [Br:10][C:11]1[CH:18]=[CH:17][C:14](/[CH:15]=[CH:2]/[C:1]([C:4]2[CH:9]=[CH:8][CH:7]=[CH:6][CH:5]=2)=[O:3])=[CH:13][CH:12]=1. The catalyst class is: 6. (4) Reactant: [Cl:1][C:2]1[CH:11]=[CH:10][C:5]([C:6]([O:8][CH3:9])=[O:7])=[C:4]([OH:12])[CH:3]=1.C(=O)([O-])[O-].[K+].[K+].[Cl:19][C:20]1[CH:25]=[C:24]([S:26]([CH3:29])(=[O:28])=[O:27])[CH:23]=[CH:22][C:21]=1F. Product: [Cl:1][C:2]1[CH:11]=[CH:10][C:5]([C:6]([O:8][CH3:9])=[O:7])=[C:4]([O:12][C:21]2[CH:22]=[CH:23][C:24]([S:26]([CH3:29])(=[O:28])=[O:27])=[CH:25][C:20]=2[Cl:19])[CH:3]=1. The catalyst class is: 3. (5) Reactant: OC(C1C=CC2C(=CC=CC=2)C=1)[C:3]1[CH:7]=[C:6]([C:8]2[CH:13]=[CH:12][N:11]=[CH:10][CH:9]=2)[S:5][C:4]=1[C:14]([O:16][CH2:17][CH3:18])=[O:15].FC(F)(F)C(O)=O.C([SiH](CC)CC)C. Product: [N:11]1[CH:10]=[CH:9][C:8]([C:6]2[S:5][C:4]([C:14]([O:16][CH2:17][CH3:18])=[O:15])=[CH:3][CH:7]=2)=[CH:13][CH:12]=1. The catalyst class is: 2. (6) Reactant: [CH3:1][CH:2]([CH:9]1[C:13]2([CH3:30])[CH:14]([OH:29])[CH2:15][CH:16]3[C:21]4([CH3:27])[CH2:22][CH2:23][CH:24]([OH:26])[CH2:25][CH:20]4[CH2:19][CH:18]([OH:28])[CH:17]3[CH:12]2[CH2:11][CH2:10]1)[CH2:3][CH2:4][C:5]([O:7][CH3:8])=[O:6].[C:31]1([CH3:41])[CH:36]=[CH:35][C:34]([S:37](Cl)(=[O:39])=[O:38])=[CH:33][CH:32]=1.CC(OC)(C)C.Cl. Product: [OH:28][C@@H:18]1[CH2:19][C@H:20]2[C@:21]([CH3:27])([CH2:22][CH2:23][C@@H:24]([O:26][S:37]([C:34]3[CH:35]=[CH:36][C:31]([CH3:41])=[CH:32][CH:33]=3)(=[O:39])=[O:38])[CH2:25]2)[C@@H:16]2[C@@H:17]1[C@H:12]1[C@:13]([CH3:30])([C@@H:14]([OH:29])[CH2:15]2)[C@@H:9]([C@H:2]([CH3:1])[CH2:3][CH2:4][C:5]([O:7][CH3:8])=[O:6])[CH2:10][CH2:11]1. The catalyst class is: 228. (7) Reactant: [CH:1]1([C:8]2[CH:13]=[C:12]([C:14](OC)=[O:15])[CH:11]=[CH:10][C:9]=2[C:18]2[CH:23]=[C:22]([O:24][CH3:25])[CH:21]=[CH:20][C:19]=2[F:26])[CH2:7][CH2:6][CH2:5][CH2:4][CH2:3][CH2:2]1.[H-].[H-].[H-].[H-].[Li+].[Al+3].[OH-].[Na+]. Product: [CH:1]1([C:8]2[CH:13]=[C:12]([CH2:14][OH:15])[CH:11]=[CH:10][C:9]=2[C:18]2[CH:23]=[C:22]([O:24][CH3:25])[CH:21]=[CH:20][C:19]=2[F:26])[CH2:2][CH2:3][CH2:4][CH2:5][CH2:6][CH2:7]1. The catalyst class is: 1. (8) Reactant: [N+:1]([O-:4])(O)=[O:2].[Br:5][C:6]1[CH:15]=[CH:14][CH:13]=[C:12]2[C:7]=1[CH2:8][CH2:9][CH2:10][C:11]2=[O:16].[OH-].[Na+]. Product: [Br:5][C:6]1[CH:15]=[CH:14][C:13]([N+:1]([O-:4])=[O:2])=[C:12]2[C:7]=1[CH2:8][CH2:9][CH2:10][C:11]2=[O:16]. The catalyst class is: 65. (9) Reactant: [NH2:1][C:2]1[C:12]2[CH2:11][N:10]([C:13](=[O:15])[CH3:14])[CH2:9][CH2:8][NH:7][C:6]=2[CH:5]=[CH:4][CH:3]=1.Cl[C:17]1[N:22]=[C:21]([NH:23][C:24]2[CH:33]=[CH:32][CH:31]=[CH:30][C:25]=2[C:26]([NH:28][CH3:29])=[O:27])[C:20]([Cl:34])=[CH:19][N:18]=1.Cl.O1CCOCC1. Product: [C:13]([N:10]1[CH2:11][C:12]2[C:2]([NH:1][C:17]3[N:22]=[C:21]([NH:23][C:24]4[CH:33]=[CH:32][CH:31]=[CH:30][C:25]=4[C:26]([NH:28][CH3:29])=[O:27])[C:20]([Cl:34])=[CH:19][N:18]=3)=[CH:3][CH:4]=[CH:5][C:6]=2[NH:7][CH2:8][CH2:9]1)(=[O:15])[CH3:14]. The catalyst class is: 141. (10) Reactant: C(N(CC)CC)C.[O:8]1[C:12]2([CH2:17][CH:16](O)[CH2:15][CH2:14][CH2:13]2)[O:11][CH2:10][CH2:9]1.[CH3:19][S:20](Cl)(=[O:22])=[O:21].[OH2:24]. Product: [CH3:19][S:20]([O:22][CH:15]1[CH2:16][CH2:17][C:12]2([O:11][CH2:10][CH2:9][O:8]2)[CH2:13][CH2:14]1)(=[O:24])=[O:21]. The catalyst class is: 4.